Predict which catalyst facilitates the given reaction. From a dataset of Catalyst prediction with 721,799 reactions and 888 catalyst types from USPTO. (1) Reactant: [C:1]([C:3]1[S:4][C:5]2[C:11]([C:12]#[N:13])=[C:10](/[N:14]=[CH:15]/[N:16](C)C)[CH:9]=[CH:8][C:6]=2[N:7]=1)#[N:2].[O:19]1[C:24]2[CH:25]=[CH:26][C:27](N)=[CH:28][C:23]=2[O:22][CH2:21][CH2:20]1.[K+].[Br-]. Product: [O:19]1[CH2:20][CH2:21][O:22][C:23]2[CH:28]=[C:27]([NH:13][C:12]3[C:11]4[C:10](=[CH:9][CH:8]=[C:6]5[N:7]=[C:3]([C:1]#[N:2])[S:4][C:5]5=4)[N:14]=[CH:15][N:16]=3)[CH:26]=[CH:25][C:24]1=2. The catalyst class is: 91. (2) Product: [CH:1]1([C@H:7]2[C:24](=[O:25])[N:23]3[CH2:26][C@@H:20]([CH2:21][C@H:22]3[C:27]([OH:29])=[O:28])[O:19][C:18]3[CH:31]=[CH:32][C:33]4[C:38]([C:17]=3[C:16](=[CH2:39])[CH2:15][CH2:14][CH2:13][CH2:12][CH2:11][O:10][C:9](=[O:40])[NH:8]2)=[CH:37][CH:36]=[CH:35][CH:34]=4)[CH2:6][CH2:5][CH2:4][CH2:3][CH2:2]1. Reactant: [CH:1]1([C@H:7]2[C:24](=[O:25])[N:23]3[CH2:26][C@@H:20]([CH2:21][C@H:22]3[C:27]([O:29]C)=[O:28])[O:19][C:18]3[CH:31]=[CH:32][C:33]4[C:38]([C:17]=3[C:16](=[CH2:39])[CH2:15][CH2:14][CH2:13][CH2:12][CH2:11][O:10][C:9](=[O:40])[NH:8]2)=[CH:37][CH:36]=[CH:35][CH:34]=4)[CH2:6][CH2:5][CH2:4][CH2:3][CH2:2]1.O[Li].O.Cl.CCOCC. The catalyst class is: 636. (3) Reactant: [Br:1][C:2]1[CH:3]=[C:4]2[C:8](=[CH:9][CH:10]=1)[C:7](=[O:11])[CH2:6][CH2:5]2.[H-].[Na+:13].[C:14](=O)([O:17][CH3:18])[O:15]C.[OH-].[Na+]. Product: [Br:1][C:2]1[CH:3]=[C:4]2[C:8](=[CH:9][CH:10]=1)[C:7](=[O:11])[C:6]([Na:13])([C:14]([O:17][CH3:18])=[O:15])[CH2:5]2. The catalyst class is: 165.